From a dataset of Peptide-MHC class I binding affinity with 185,985 pairs from IEDB/IMGT. Regression. Given a peptide amino acid sequence and an MHC pseudo amino acid sequence, predict their binding affinity value. This is MHC class I binding data. (1) The peptide sequence is AYFATPASV. The MHC is HLA-B58:01 with pseudo-sequence HLA-B58:01. The binding affinity (normalized) is 0.0847. (2) The peptide sequence is RVMANNVKKK. The MHC is HLA-A11:01 with pseudo-sequence HLA-A11:01. The binding affinity (normalized) is 0.578. (3) The peptide sequence is VRDVVMPAL. The MHC is HLA-B27:05 with pseudo-sequence HLA-B27:05. The binding affinity (normalized) is 0.0847. (4) The peptide sequence is CNKQSKEGK. The MHC is HLA-A03:01 with pseudo-sequence HLA-A03:01. The binding affinity (normalized) is 0.0991. (5) The peptide sequence is AVGTKEEL. The MHC is H-2-Kd with pseudo-sequence H-2-Kd. The binding affinity (normalized) is 0.0591. (6) The peptide sequence is MPGGYCLEEW. The MHC is Mamu-B17 with pseudo-sequence Mamu-B17. The binding affinity (normalized) is 0.625.